From a dataset of Experimentally validated miRNA-target interactions with 360,000+ pairs, plus equal number of negative samples. Binary Classification. Given a miRNA mature sequence and a target amino acid sequence, predict their likelihood of interaction. The miRNA is hsa-miR-6805-3p with sequence UUGCUCUGCUCCCCCGCCCCCAG. The protein sequence of the target gene is MGKRQHQKDKMYITCAEYTHFYGGKKPDLPQTNFRRLPFDHCSLSLQPFVYPVCTPDGIVFDLLNIVPWLKKYGTNPSNGEKLDGRSLIKLNFSKNSEGKYHCPVLFTVFTNNTHIVAVRTTGNVYAYEAVEQLNIKAKNFRDLLTDEPFSRQDIITLQDPTNLDKFNVSNFYHVKNNMKIIDPDEEKAKQDPSYYLKNTNAETRETLQELYKEFKGDEILAATMKAPEKKKVDKLNAAHYSTGKVSASFTSTAMVPETTHEAAAIDEDVLRYQFVKKKGYVRLHTNKGDLNLELHCDLT.... Result: 0 (no interaction).